From a dataset of Forward reaction prediction with 1.9M reactions from USPTO patents (1976-2016). Predict the product of the given reaction. (1) Given the reactants [Cl:1][C:2]1[CH:3]=[CH:4][C:5]2[N:11]3[CH:12]=[CH:13][CH:14]=[C:10]3[C@H:9]([CH2:15][C:16]([N:18]3[CH2:23][CH2:22][N:21]([CH2:24][C:25]([O:27]CC)=[O:26])[CH2:20][CH2:19]3)=[O:17])[O:8][C@@H:7]([C:30]3[CH:35]=[CH:34][CH:33]=[C:32]([O:36][CH3:37])[C:31]=3[O:38][CH3:39])[C:6]=2[CH:40]=1.C(=O)([O-])[O-].[K+].[K+].Cl.C(OCC)(=O)C, predict the reaction product. The product is: [Cl:1][C:2]1[CH:3]=[CH:4][C:5]2[N:11]3[CH:12]=[CH:13][CH:14]=[C:10]3[C@H:9]([CH2:15][C:16]([N:18]3[CH2:23][CH2:22][N:21]([CH2:24][C:25]([OH:27])=[O:26])[CH2:20][CH2:19]3)=[O:17])[O:8][C@@H:7]([C:30]3[CH:35]=[CH:34][CH:33]=[C:32]([O:36][CH3:37])[C:31]=3[O:38][CH3:39])[C:6]=2[CH:40]=1. (2) Given the reactants [C:1]([N:5]1[C:9]([C:10]2[CH:15]=[CH:14][C:13]([F:16])=[CH:12][CH:11]=2)=[C:8]([C:17]([O:19]CC)=O)[CH:7]=[N:6]1)([CH3:4])([CH3:3])[CH3:2].CC[N:24]=C=NCCCN(C)C.C1C=CC2N(O)N=NC=2C=1.[Cl-].[NH4+], predict the reaction product. The product is: [C:1]([N:5]1[C:9]([C:10]2[CH:15]=[CH:14][C:13]([F:16])=[CH:12][CH:11]=2)=[C:8]([C:17]([NH2:24])=[O:19])[CH:7]=[N:6]1)([CH3:4])([CH3:3])[CH3:2].